From a dataset of Retrosynthesis with 50K atom-mapped reactions and 10 reaction types from USPTO. Predict the reactants needed to synthesize the given product. (1) Given the product c1ccc2[nH]c(C3CCNCC3)nc2c1, predict the reactants needed to synthesize it. The reactants are: Nc1ccccc1N.O=C(O)C1CCNCC1. (2) Given the product O=C(Nc1ccc(N2CCC(O)(c3cccc(C(F)(F)F)c3)CC2)nc1)c1nc(-c2ccccc2)oc1C(F)(F)F, predict the reactants needed to synthesize it. The reactants are: Nc1ccc(N2CCC(O)(c3cccc(C(F)(F)F)c3)CC2)nc1.O=C(O)c1nc(-c2ccccc2)oc1C(F)(F)F. (3) Given the product COC(=O)[C@H](CSC(c1ccccc1)(c1ccccc1)c1ccccc1)NCc1ccccc1, predict the reactants needed to synthesize it. The reactants are: COC(=O)[C@@H](N)CSC(c1ccccc1)(c1ccccc1)c1ccccc1.O=Cc1ccccc1. (4) Given the product COc1ccc2c(c1)[C@@]1(COC(N)=N1)c1cc(N3CCCC3=O)cc(F)c1O2, predict the reactants needed to synthesize it. The reactants are: COc1ccc2c(c1)[C@@]1(COC(N)=N1)c1cc(Br)cc(F)c1O2.O=C1CCCN1. (5) Given the product CC(C)(C)OC(=O)n1ncc2cc(NC(=O)Oc3ccccc3)ccc21, predict the reactants needed to synthesize it. The reactants are: CC(C)(C)OC(=O)n1ncc2cc(N)ccc21.O=C(Cl)Oc1ccccc1.